From a dataset of Reaction yield outcomes from USPTO patents with 853,638 reactions. Predict the reaction yield, written as a fraction of the theoretical maximum amount of product (1.0 means a 100% yield; for example, 0.34 means a 34% yield). The reactants are [N:1]1([C:10]2[S:14][C:13]([C:15](OC)=[O:16])=[C:12]([O:19][CH:20]([CH3:22])[CH3:21])[CH:11]=2)[C:5]2[CH:6]=[CH:7][CH:8]=[CH:9][C:4]=2[N:3]=[CH:2]1.[NH3:23]. The product is [N:1]1([C:10]2[S:14][C:13]([C:15]([NH2:23])=[O:16])=[C:12]([O:19][CH:20]([CH3:22])[CH3:21])[CH:11]=2)[C:5]2[CH:6]=[CH:7][CH:8]=[CH:9][C:4]=2[N:3]=[CH:2]1. The yield is 0.600. No catalyst specified.